This data is from Full USPTO retrosynthesis dataset with 1.9M reactions from patents (1976-2016). The task is: Predict the reactants needed to synthesize the given product. (1) The reactants are: [Cl:1][C:2]1[CH:3]=[C:4]([CH:7]=[CH:8][C:9]=1[O:10][CH2:11][CH:12]1[CH2:14][CH2:13]1)[CH:5]=[O:6].[BH4-].[Na+]. Given the product [Cl:1][C:2]1[CH:3]=[C:4]([CH2:5][OH:6])[CH:7]=[CH:8][C:9]=1[O:10][CH2:11][CH:12]1[CH2:14][CH2:13]1, predict the reactants needed to synthesize it. (2) Given the product [CH3:21][C:22]1[CH:29]=[CH:28][C:27]([CH3:30])=[CH:26][C:23]=1[CH2:24][N:8]1[CH2:9][C:5]2[C:4]([NH:10][C:11]3[CH:12]=[N:13][C:14]4[C:19]([CH:20]=3)=[CH:18][CH:17]=[CH:16][CH:15]=4)=[N:3][CH:2]=[N:1][C:6]=2[CH2:7]1, predict the reactants needed to synthesize it. The reactants are: [N:1]1[C:6]2[CH2:7][NH:8][CH2:9][C:5]=2[C:4]([NH:10][C:11]2[CH:12]=[N:13][C:14]3[C:19]([CH:20]=2)=[CH:18][CH:17]=[CH:16][CH:15]=3)=[N:3][CH:2]=1.[CH3:21][C:22]1[CH:29]=[CH:28][C:27]([CH3:30])=[CH:26][C:23]=1[CH:24]=O.ClCCCl.CO.C(O[BH-](OC(=O)C)OC(=O)C)(=O)C.[Na+]. (3) The reactants are: [Cl:1][C:2]1[CH:11]=[CH:10][C:9]2[N:8]=[C:7]([N:12]3[CH2:17][CH2:16][N:15]([CH3:18])[CH2:14][CH2:13]3)[C:6]3=[N:19][N:20](CC4C=CC(OC)=CC=4)[CH:21]=[C:5]3[C:4]=2[CH:3]=1.FC(F)(F)C(O)=O.C1(OC)C=CC=CC=1.OS(O)(=O)=O. Given the product [Cl:1][C:2]1[CH:11]=[CH:10][C:9]2[N:8]=[C:7]([N:12]3[CH2:17][CH2:16][N:15]([CH3:18])[CH2:14][CH2:13]3)[C:6]3=[N:19][NH:20][CH:21]=[C:5]3[C:4]=2[CH:3]=1, predict the reactants needed to synthesize it. (4) Given the product [I-:15].[Br:1][C:2]1[CH:11]=[CH:10][C:9]([N+:12]([O-:14])=[O:13])=[C:8]2[C:3]=1[CH:4]=[CH:5][N+:6]([CH3:16])=[CH:7]2, predict the reactants needed to synthesize it. The reactants are: [Br:1][C:2]1[CH:11]=[CH:10][C:9]([N+:12]([O-:14])=[O:13])=[C:8]2[C:3]=1[CH:4]=[CH:5][N:6]=[CH:7]2.[I:15][CH3:16].